This data is from Forward reaction prediction with 1.9M reactions from USPTO patents (1976-2016). The task is: Predict the product of the given reaction. (1) Given the reactants [OH:1][C:2]1[CH:7]=[CH:6][C:5]([C:8](=[O:11])[CH2:9][CH3:10])=[CH:4][CH:3]=1.C(=O)([O-])[O-].[K+].[K+].[CH3:18][CH2:19][O:20][C:21]([CH2:23]Br)=[O:22], predict the reaction product. The product is: [C:8]([C:5]1[CH:4]=[CH:3][C:2]([O:1][CH2:23][C:21]([O:20][CH2:19][CH3:18])=[O:22])=[CH:7][CH:6]=1)(=[O:11])[CH2:9][CH3:10]. (2) Given the reactants [CH2:1]([NH:4][C:5](=[O:11])[O:6][C:7]([CH3:10])([CH3:9])[CH3:8])[C:2]#[CH:3].[H-].[Na+].Br[CH2:15][CH2:16][O:17][Si:18]([C:21]([CH3:24])([CH3:23])[CH3:22])([CH3:20])[CH3:19], predict the reaction product. The product is: [Si:18]([O:17][CH2:16][CH2:15][N:4]([CH2:1][C:2]#[CH:3])[C:5](=[O:11])[O:6][C:7]([CH3:8])([CH3:10])[CH3:9])([C:21]([CH3:24])([CH3:23])[CH3:22])([CH3:20])[CH3:19]. (3) Given the reactants [CH2:1]([N:8]([CH2:28][CH2:29][CH2:30][CH2:31][CH2:32][CH2:33][CH3:34])[C:9]1[CH:14]=[CH:13][C:12]([S:15][C:16]2[CH:21]=[CH:20][C:19]([CH2:22][C:23]([O:25]CC)=[O:24])=[CH:18][CH:17]=2)=[CH:11][CH:10]=1)[CH2:2][CH2:3][CH2:4][CH2:5][CH2:6][CH3:7].[OH-].[Na+].O.C(O)C, predict the reaction product. The product is: [CH2:28]([N:8]([CH2:1][CH2:2][CH2:3][CH2:4][CH2:5][CH2:6][CH3:7])[C:9]1[CH:14]=[CH:13][C:12]([S:15][C:16]2[CH:21]=[CH:20][C:19]([CH2:22][C:23]([OH:25])=[O:24])=[CH:18][CH:17]=2)=[CH:11][CH:10]=1)[CH2:29][CH2:30][CH2:31][CH2:32][CH2:33][CH3:34]. (4) Given the reactants CO[C@@H]1[C@@H](C(OC)=O)[C@@H]2[C@@H](CN3[C@H](C2)C2NC4C=C(OC)C=CC=4C=2CC3)C[C@H]1OC(C1C=C(OC)C(OC)=C(OC)C=1)=O.[ClH:45].Cl.[CH3:47][N:48]1[CH2:54][CH2:53][CH2:52][N:51]([C@H:55]2[CH2:60][CH2:59][C@H:58]([N:61]3[C:65]4[N:66]=[CH:67][N:68]=[C:69]([NH2:70])[C:64]=4[C:63]([C:71]4[CH:76]=[CH:75][C:74]([O:77][C:78]5[CH:83]=[CH:82][CH:81]=[CH:80][CH:79]=5)=[CH:73][CH:72]=4)=[CH:62]3)[CH2:57][CH2:56]2)[CH2:50][CH2:49]1, predict the reaction product. The product is: [ClH:45].[ClH:45].[CH3:47][N:48]1[CH2:54][CH2:53][CH2:52][N:51]([C@@H:55]2[CH2:60][CH2:59][C@H:58]([N:61]3[C:65]4[N:66]=[CH:67][N:68]=[C:69]([NH2:70])[C:64]=4[C:63]([C:71]4[CH:72]=[CH:73][C:74]([O:77][C:78]5[CH:79]=[CH:80][CH:81]=[CH:82][CH:83]=5)=[CH:75][CH:76]=4)=[CH:62]3)[CH2:57][CH2:56]2)[CH2:50][CH2:49]1. (5) The product is: [C:12]([NH:16][C:6](=[O:7])[C:5]1[CH:9]=[CH:10][CH:11]=[C:3]([CH2:2][Cl:1])[CH:4]=1)([CH3:15])([CH3:14])[CH3:13]. Given the reactants [Cl:1][CH2:2][C:3]1[CH:4]=[C:5]([CH:9]=[CH:10][CH:11]=1)[C:6](Cl)=[O:7].[C:12]([NH2:16])([CH3:15])([CH3:14])[CH3:13].C(N(C(C)C)C(C)C)C, predict the reaction product. (6) Given the reactants [CH:1]([C:4]1[CH:9]=[CH:8][C:7]([C:10]2[N:11]=[N:12][NH:13][N:14]=2)=[CH:6][CH:5]=1)([CH3:3])[CH3:2].O[CH2:16][C:17]([CH3:23])([CH3:22])[C:18]([O:20][CH3:21])=[O:19].C1C=CC(P(C2C=CC=CC=2)C2C=CC=CC=2)=CC=1.CCOC(/N=N/C(OCC)=O)=O, predict the reaction product. The product is: [CH:1]([C:4]1[CH:5]=[CH:6][C:7]([C:10]2[N:11]=[N:12][N:13]([CH2:16][C:17]([CH3:23])([CH3:22])[C:18]([O:20][CH3:21])=[O:19])[N:14]=2)=[CH:8][CH:9]=1)([CH3:3])[CH3:2]. (7) Given the reactants [CH2:1]([N:3]1[CH:7]=[C:6]([C:8]2[CH:9]=[C:10]([CH:12]=[CH:13][CH:14]=2)[NH2:11])[C:5]([C:15]2[CH:20]=[CH:19][N:18]=[CH:17][CH:16]=2)=[N:4]1)[CH3:2].CCN(C(C)C)C(C)C.ClC(Cl)(O[C:34](=[O:40])OC(Cl)(Cl)Cl)Cl.[F:42][C:43]1[CH:44]=[C:45]([CH:47]=[CH:48][C:49]=1[I:50])[NH2:46], predict the reaction product. The product is: [CH2:1]([N:3]1[CH:7]=[C:6]([C:8]2[CH:9]=[C:10]([NH:11][C:34]([NH:46][C:45]3[CH:47]=[CH:48][C:49]([I:50])=[C:43]([F:42])[CH:44]=3)=[O:40])[CH:12]=[CH:13][CH:14]=2)[C:5]([C:15]2[CH:16]=[CH:17][N:18]=[CH:19][CH:20]=2)=[N:4]1)[CH3:2]. (8) Given the reactants [OH:1]OS([O-])=O.[K+].[CH3:7][S:8][C:9]1[CH:14]=[CH:13][CH:12]=[CH:11][C:10]=1[CH2:15][C:16]#[N:17].O, predict the reaction product. The product is: [CH3:7][S:8]([C:9]1[CH:14]=[CH:13][CH:12]=[CH:11][C:10]=1[CH2:15][C:16]#[N:17])=[O:1].